This data is from Forward reaction prediction with 1.9M reactions from USPTO patents (1976-2016). The task is: Predict the product of the given reaction. (1) Given the reactants [CH3:1][N:2]1[CH:6]=[CH:5][C:4]([C:7]2[S:8][C:9]([CH:12]=[O:13])=[CH:10][N:11]=2)=[N:3]1.[CH2:14]([Mg]Br)[CH3:15].C(OCC)C.CO.C(Cl)Cl, predict the reaction product. The product is: [CH3:1][N:2]1[CH:6]=[CH:5][C:4]([C:7]2[S:8][C:9]([CH:12]([OH:13])[CH2:14][CH3:15])=[CH:10][N:11]=2)=[N:3]1. (2) Given the reactants C[O:2][C:3](=O)[CH2:4][N:5]1[CH2:10][CH2:9][N:8]([C:11]2[CH:16]=[CH:15][C:14]([O:17][CH3:18])=[C:13]([O:19][CH:20]3[CH2:24][CH2:23][CH2:22][CH2:21]3)[CH:12]=2)[CH2:7][C@@H:6]1[CH2:25][C:26]1[CH:31]=[CH:30][CH:29]=[CH:28][CH:27]=1.[H-].[Al+3].[Li+].[H-].[H-].[H-], predict the reaction product. The product is: [CH2:25]([C@H:6]1[CH2:7][N:8]([C:11]2[CH:16]=[CH:15][C:14]([O:17][CH3:18])=[C:13]([O:19][CH:20]3[CH2:21][CH2:22][CH2:23][CH2:24]3)[CH:12]=2)[CH2:9][CH2:10][N:5]1[CH2:4][CH2:3][OH:2])[C:26]1[CH:27]=[CH:28][CH:29]=[CH:30][CH:31]=1. (3) Given the reactants [Cl:1][CH2:2][C:3]1[CH:11]=[CH:10][CH:9]=[C:8]2[C:4]=1[CH:5]=[N:6][NH:7]2.[CH3:12][C:13]([O:16][C:17](O[C:17]([O:16][C:13]([CH3:15])([CH3:14])[CH3:12])=[O:18])=[O:18])([CH3:15])[CH3:14], predict the reaction product. The product is: [Cl:1][CH2:2][C:3]1[CH:11]=[CH:10][CH:9]=[C:8]2[C:4]=1[CH:5]=[N:6][N:7]2[C:17]([O:16][C:13]([CH3:15])([CH3:14])[CH3:12])=[O:18]. (4) Given the reactants [Br:1][C@H:2]([CH:6]([CH3:8])[CH3:7])[C:3]([OH:5])=[O:4].[CH:9]1([NH:15][CH:16]2[CH2:21][CH2:20][CH2:19][CH2:18][CH2:17]2)[CH2:14][CH2:13][CH2:12][CH2:11][CH2:10]1, predict the reaction product. The product is: [CH:16]1([NH:15][CH:9]2[CH2:10][CH2:11][CH2:12][CH2:13][CH2:14]2)[CH2:17][CH2:18][CH2:19][CH2:20][CH2:21]1.[Br:1][C@H:2]([CH:6]([CH3:8])[CH3:7])[C:3]([OH:5])=[O:4]. (5) Given the reactants [F:1][C:2]1[CH:10]=[C:9]2[C:5]([C:6]([C:11]3[CH:12]=[CH:13][C:14]([NH:17][CH2:18][CH2:19][CH2:20][NH2:21])=[N:15][CH:16]=3)=[CH:7][NH:8]2)=[CH:4][CH:3]=1.CCN(CC)CC.[CH3:29][S:30](Cl)(=[O:32])=[O:31], predict the reaction product. The product is: [F:1][C:2]1[CH:10]=[C:9]2[C:5]([C:6]([C:11]3[CH:12]=[CH:13][C:14]([NH:17][CH2:18][CH2:19][CH2:20][NH:21][S:30]([CH3:29])(=[O:32])=[O:31])=[N:15][CH:16]=3)=[CH:7][NH:8]2)=[CH:4][CH:3]=1. (6) Given the reactants [NH2:1][C:2]1[CH:26]=[CH:25][C:24]([O:27][C:28]2[CH:33]=[CH:32][CH:31]=[CH:30][CH:29]=2)=[CH:23][C:3]=1[C:4]([NH:6][C:7]1[CH:12]=[CH:11][C:10]([O:13][CH2:14][CH2:15][N:16]2[CH2:20][CH2:19][CH2:18][CH2:17]2)=[C:9]([O:21][CH3:22])[CH:8]=1)=[O:5].[N:34](OCCCC)=O.C1CCN2C(=NCCC2)CC1, predict the reaction product. The product is: [CH3:22][O:21][C:9]1[CH:8]=[C:7]([N:6]2[C:4](=[O:5])[C:3]3[CH:23]=[C:24]([O:27][C:28]4[CH:33]=[CH:32][CH:31]=[CH:30][CH:29]=4)[CH:25]=[CH:26][C:2]=3[N:1]=[N:34]2)[CH:12]=[CH:11][C:10]=1[O:13][CH2:14][CH2:15][N:16]1[CH2:17][CH2:18][CH2:19][CH2:20]1. (7) Given the reactants [F:1][C:2]1[CH:3]=[CH:4][C:5]([NH:8][NH:9][C:10]([C@:12]2([CH3:18])[CH2:16][CH2:15][CH2:14][N:13]2[CH3:17])=O)=[N:6][CH:7]=1.CCN(CC)CC.C1C=CC(P(C2C=CC=CC=2)C2C=CC=CC=2)=CC=1.ClC(Cl)(Cl)C(Cl)(Cl)Cl, predict the reaction product. The product is: [CH3:17][N:13]1[CH2:14][CH2:15][CH2:16][C@:12]1([C:10]1[N:6]2[CH:7]=[C:2]([F:1])[CH:3]=[CH:4][C:5]2=[N:8][N:9]=1)[CH3:18]. (8) Given the reactants I[C:2]1[C:3]([NH2:12])=[N:4][CH:5]=[C:6]([C:8]([F:11])([F:10])[F:9])[CH:7]=1.[CH3:13][Si:14]([C:17]#[CH:18])([CH3:16])[CH3:15], predict the reaction product. The product is: [F:9][C:8]([F:11])([F:10])[C:6]1[CH:7]=[C:2]([C:18]#[C:17][Si:14]([CH3:16])([CH3:15])[CH3:13])[C:3]([NH2:12])=[N:4][CH:5]=1.